From a dataset of Full USPTO retrosynthesis dataset with 1.9M reactions from patents (1976-2016). Predict the reactants needed to synthesize the given product. (1) Given the product [F:33][C:27]1[CH:28]=[CH:29][CH:30]=[C:31]([F:32])[C:26]=1[S:23]([NH:22][C:20]1[CH:21]=[C:16]([C:9]2[N:10]=[C:11]([CH:13]([CH3:15])[CH3:14])[S:12][C:8]=2[C:6]2[CH:5]=[CH:4][N:3]=[C:2]([NH:35][CH2:36][CH2:37][CH2:38][N:39]3[CH2:43][CH2:42][CH2:41][C:40]3=[O:44])[N:7]=2)[CH:17]=[CH:18][C:19]=1[F:34])(=[O:25])=[O:24], predict the reactants needed to synthesize it. The reactants are: Cl[C:2]1[N:7]=[C:6]([C:8]2[S:12][C:11]([CH:13]([CH3:15])[CH3:14])=[N:10][C:9]=2[C:16]2[CH:17]=[CH:18][C:19]([F:34])=[C:20]([NH:22][S:23]([C:26]3[C:31]([F:32])=[CH:30][CH:29]=[CH:28][C:27]=3[F:33])(=[O:25])=[O:24])[CH:21]=2)[CH:5]=[CH:4][N:3]=1.[NH2:35][CH2:36][CH2:37][CH2:38][N:39]1[CH2:43][CH2:42][CH2:41][C:40]1=[O:44]. (2) Given the product [Cl:1][C:2]1[CH:3]=[C:4]([C:5](=[O:6])[N:32]([CH3:33])[CH3:31])[CH:8]=[CH:9][C:10]=1[N:11]([CH2:28][CH2:29][OH:30])[C:12]([C:14]1[S:27][C:17]2[C:18]3[CH:26]=[CH:25][CH:24]=[CH:23][C:19]=3[O:20][CH2:21][CH2:22][C:16]=2[CH:15]=1)=[O:13], predict the reactants needed to synthesize it. The reactants are: [Cl:1][C:2]1[CH:3]=[C:4]([CH:8]=[CH:9][C:10]=1[N:11]([CH2:28][CH2:29][OH:30])[C:12]([C:14]1[S:27][C:17]2[C:18]3[CH:26]=[CH:25][CH:24]=[CH:23][C:19]=3[O:20][CH2:21][CH2:22][C:16]=2[CH:15]=1)=[O:13])[C:5](O)=[O:6].[CH3:31][NH:32][CH3:33]. (3) Given the product [CH:4]([C:5]([O:7][CH2:8][CH3:9])=[O:6])([C:3]([O:11][CH2:12][CH3:13])=[O:10])[CH2:15][C:16]([O:18][CH2:19][CH3:20])=[O:17], predict the reactants needed to synthesize it. The reactants are: [H-].[Na+].[C:3]([O:11][CH2:12][CH3:13])(=[O:10])[CH2:4][C:5]([O:7][CH2:8][CH3:9])=[O:6].Br[CH2:15][C:16]([O:18][CH2:19][CH3:20])=[O:17]. (4) The reactants are: Br.[NH:2]1[CH2:7][CH2:6][CH2:5][CH:4]([S:8][C:9]2[CH:14]=[CH:13][C:12]([OH:15])=[CH:11][CH:10]=2)[CH2:3]1.[CH2:16]([CH:24]1[CH2:26][O:25]1)[CH2:17][C:18]1[CH:23]=[CH:22][CH:21]=[CH:20][CH:19]=1. Given the product [OH:25][CH:24]([CH2:16][CH2:17][C:18]1[CH:23]=[CH:22][CH:21]=[CH:20][CH:19]=1)[CH2:26][N:2]1[CH2:7][CH2:6][CH2:5][CH:4]([S:8][C:9]2[CH:14]=[CH:13][C:12]([OH:15])=[CH:11][CH:10]=2)[CH2:3]1, predict the reactants needed to synthesize it. (5) Given the product [OH:16][B:15]1[CH:14]([NH:28][C:29](=[O:38])[CH2:30][CH:31]2[CH2:32][CH2:33][N:34]([CH3:37])[CH2:35][CH2:36]2)[CH2:13][C:9]2[CH:10]=[CH:11][CH:12]=[C:7]([C:6]([OH:5])=[O:41])[C:8]=2[O:23]1, predict the reactants needed to synthesize it. The reactants are: C([O:5][C:6](=[O:41])[C:7]1[CH:12]=[CH:11][CH:10]=[C:9]([CH2:13][CH:14]([NH:28][C:29](=[O:38])[CH2:30][CH:31]2[CH2:36][CH2:35][N:34]([CH3:37])[CH2:33][CH2:32]2)[B:15]2[O:23]C3C(C)(C4CC(C3)C4(C)C)[O:16]2)[C:8]=1OC)(C)(C)C.B(Cl)(Cl)Cl.